Task: Predict the reaction yield, written as a fraction of the theoretical maximum amount of product (1.0 means a 100% yield; for example, 0.34 means a 34% yield).. Dataset: Reaction yield outcomes from USPTO patents with 853,638 reactions (1) The yield is 0.180. The catalyst is CC(N(C)C)=O. The reactants are [NH:1]1[CH2:5][CH2:4][CH2:3][CH2:2]1.CS(O[CH2:11][CH2:12][CH2:13][N:14]1[C:22]2[C:17](=[CH:18][CH:19]=[CH:20][CH:21]=2)[C:16]([C:23]2[C:24](=[O:48])[NH:25][C:26](=[O:47])[C:27]=2[C:28]2[C:36]3[C:31](=[CH:32][CH:33]=[CH:34][CH:35]=3)[N:30]([C:37]3[CH:46]=[CH:45][C:44]4[C:39](=[CH:40][CH:41]=[CH:42][CH:43]=4)[CH:38]=3)[CH:29]=2)=[N:15]1)(=O)=O.O. The product is [CH:38]1[C:39]2[C:44](=[CH:43][CH:42]=[CH:41][CH:40]=2)[CH:45]=[CH:46][C:37]=1[N:30]1[C:31]2[C:36](=[CH:35][CH:34]=[CH:33][CH:32]=2)[C:28]([C:27]2[C:26](=[O:47])[NH:25][C:24](=[O:48])[C:23]=2[C:16]2[C:17]3[C:22](=[CH:21][CH:20]=[CH:19][CH:18]=3)[N:14]([CH2:13][CH2:12][CH2:11][N:1]3[CH2:5][CH2:4][CH2:3][CH2:2]3)[N:15]=2)=[CH:29]1. (2) The reactants are [C:1]([O:5][C:6]([NH:8][C@H:9]([C:18]([O:20][CH3:21])=[O:19])[CH2:10][C:11]1[CH:16]=[CH:15][C:14]([OH:17])=[CH:13][CH:12]=1)=[O:7])([CH3:4])([CH3:3])[CH3:2].[C:22]([O:26][C:27]([N:29]1[CH2:34][CH2:33][O:32][C:31]2[CH:35]=[CH:36][C:37]([CH2:39][CH2:40]O)=[N:38][C:30]1=2)=[O:28])([CH3:25])([CH3:24])[CH3:23].C1(P(C2C=CC=CC=2)C2C=CC=CC=2)C=CC=CC=1. The catalyst is C(Cl)Cl. The product is [C:1]([O:5][C:6]([NH:8][C@H:9]([C:18]([O:20][CH3:21])=[O:19])[CH2:10][C:11]1[CH:12]=[CH:13][C:14]([O:17][CH2:40][CH2:39][C:37]2[CH:36]=[CH:35][C:31]3[O:32][CH2:33][CH2:34][N:29]([C:27]([O:26][C:22]([CH3:23])([CH3:25])[CH3:24])=[O:28])[C:30]=3[N:38]=2)=[CH:15][CH:16]=1)=[O:7])([CH3:3])([CH3:4])[CH3:2]. The yield is 0.720. (3) The reactants are Cl[C:2]1[C:3]2[S:18][CH:17]=[CH:16][C:4]=2[N:5]=[C:6]([C:8]2[CH:13]=[CH:12][CH:11]=[CH:10][C:9]=2[O:14][CH3:15])[N:7]=1.[NH:19]1[CH2:24][CH2:23][CH:22]([NH:25][C:26](=[O:32])[O:27][CH2:28][CH:29]([CH3:31])[CH3:30])[CH2:21][CH2:20]1.CCN(CC)CC. The catalyst is CN(C=O)C.C(Cl)Cl. The product is [CH3:15][O:14][C:9]1[CH:10]=[CH:11][CH:12]=[CH:13][C:8]=1[C:6]1[N:7]=[C:2]([N:19]2[CH2:20][CH2:21][CH:22]([NH:25][C:26](=[O:32])[O:27][CH2:28][CH:29]([CH3:30])[CH3:31])[CH2:23][CH2:24]2)[C:3]2[S:18][CH:17]=[CH:16][C:4]=2[N:5]=1. The yield is 0.550. (4) The reactants are P(Br)(Br)[Br:2].[F:5][C:6]1[C:11]([N+:12]([O-:14])=[O:13])=[CH:10][CH:9]=[CH:8][C:7]=1[CH2:15]O. The catalyst is C(OCC)C. The product is [Br:2][CH2:15][C:7]1[CH:8]=[CH:9][CH:10]=[C:11]([N+:12]([O-:14])=[O:13])[C:6]=1[F:5]. The yield is 0.700. (5) The reactants are [CH3:1][N:2]1[C:7]2[N:8]=[CH:9][C:10]([O:12][C:13]3[CH:14]=[N:15][CH:16]=[C:17]([CH3:19])[CH:18]=3)=[CH:11][C:6]=2[C:5](=[O:20])[N:4]([CH2:21][CH2:22][CH2:23][O:24][CH:25]2[CH2:30][CH2:29][CH2:28][CH2:27][O:26]2)[C:3]1=[O:31].[Li+].CC([N-]C(C)C)C.[F:40][C:41]([F:51])([F:50])[C:42]1[CH:49]=[CH:48][C:45]([CH:46]=[O:47])=[CH:44][N:43]=1. The catalyst is C1COCC1.CC(=O)OCC.O. The product is [OH:47][CH:46]([C:45]1[CH:44]=[N:43][C:42]([C:41]([F:51])([F:40])[F:50])=[CH:49][CH:48]=1)[C:11]1[C:6]2[C:5](=[O:20])[N:4]([CH2:21][CH2:22][CH2:23][O:24][CH:25]3[CH2:30][CH2:29][CH2:28][CH2:27][O:26]3)[C:3](=[O:31])[N:2]([CH3:1])[C:7]=2[N:8]=[CH:9][C:10]=1[O:12][C:13]1[CH:14]=[N:15][CH:16]=[C:17]([CH3:19])[CH:18]=1. The yield is 0.121. (6) The reactants are [CH3:1][NH:2][CH2:3][CH:4]1[CH2:8][C:7]2[CH:9]=[CH:10][CH:11]=[C:12]([C:13]3[C:18]([Cl:19])=[CH:17][C:16]([Cl:20])=[CH:15][C:14]=3[Cl:21])[C:6]=2[O:5]1.C(N(C(C)C)CC)(C)C.Cl[C:32]([O:34][CH2:35][C:36]1[CH:41]=[CH:40][CH:39]=[CH:38][CH:37]=1)=[O:33]. No catalyst specified. The product is [CH3:1][N:2]([CH2:3][CH:4]1[CH2:8][C:7]2[CH:9]=[CH:10][CH:11]=[C:12]([C:13]3[C:14]([Cl:21])=[CH:15][C:16]([Cl:20])=[CH:17][C:18]=3[Cl:19])[C:6]=2[O:5]1)[C:32](=[O:33])[O:34][CH2:35][C:36]1[CH:41]=[CH:40][CH:39]=[CH:38][CH:37]=1. The yield is 0.990. (7) The reactants are [Cl:1][C:2]1[CH:7]=[CH:6][CH:5]=[C:4]([N+:8]([O-])=O)[C:3]=1/[C:11](=[C:16](\O)/[CH3:17])/[C:12]([O:14][CH3:15])=[O:13]. The catalyst is C(O)(=O)C.O.C(Cl)Cl.CO. The product is [Cl:1][C:2]1[CH:7]=[CH:6][CH:5]=[C:4]2[C:3]=1[C:11]([C:12]([O:14][CH3:15])=[O:13])=[C:16]([CH3:17])[NH:8]2. The yield is 0.910.